From a dataset of Full USPTO retrosynthesis dataset with 1.9M reactions from patents (1976-2016). Predict the reactants needed to synthesize the given product. (1) Given the product [CH2:30]([N:28]([CH3:29])[C:13]1[CH:12]=[C:11]([CH:16]=[CH:15][C:14]=1[NH:17][S:18]([C:21]1[CH:22]=[CH:23][C:24]([CH3:27])=[CH:25][CH:26]=1)(=[O:20])=[O:19])[O:10][C:8]1[CH:7]=[CH:6][C:5]([NH:37][S:38]([C:41]2[CH:46]=[CH:45][C:44]([CH3:47])=[CH:43][CH:42]=2)(=[O:39])=[O:40])=[C:4]([CH:9]=1)[C:3]([OH:48])=[O:2])[C:31]1[CH:32]=[CH:33][CH:34]=[CH:35][CH:36]=1, predict the reactants needed to synthesize it. The reactants are: C[O:2][C:3](=[O:48])[C:4]1[CH:9]=[C:8]([O:10][C:11]2[CH:16]=[CH:15][C:14]([NH:17][S:18]([C:21]3[CH:26]=[CH:25][C:24]([CH3:27])=[CH:23][CH:22]=3)(=[O:20])=[O:19])=[C:13]([N:28]([CH2:30][C:31]3[CH:36]=[CH:35][CH:34]=[CH:33][CH:32]=3)[CH3:29])[CH:12]=2)[CH:7]=[CH:6][C:5]=1[NH:37][S:38]([C:41]1[CH:46]=[CH:45][C:44]([CH3:47])=[CH:43][CH:42]=1)(=[O:40])=[O:39].[Li+].[OH-].O.Cl. (2) Given the product [Br:14][CH:15]([CH2:23][CH3:24])[C:16]([C:18]1[CH:22]=[CH:21][S:20][CH:19]=1)=[O:17].[S:20]1[CH:21]=[CH:22][C:18]([CH:16]([CH2:15][CH3:23])[C:6](=[O:9])[CH2:10][C:11](=[O:12])[CH3:13])=[CH:19]1, predict the reactants needed to synthesize it. The reactants are: CC[Mg+].[Br-].C[C:6]([OH:9])(C)C.[CH3:10][C:11]([CH3:13])=[O:12].[Br:14][CH:15]([CH2:23][CH3:24])[C:16]([C:18]1[CH:22]=[CH:21][S:20][CH:19]=1)=[O:17].